Regression. Given a peptide amino acid sequence and an MHC pseudo amino acid sequence, predict their binding affinity value. This is MHC class II binding data. From a dataset of Peptide-MHC class II binding affinity with 134,281 pairs from IEDB. (1) The peptide sequence is AAATAGTTFYGAFAA. The MHC is HLA-DPA10103-DPB10601 with pseudo-sequence HLA-DPA10103-DPB10601. The binding affinity (normalized) is 0.186. (2) The peptide sequence is VQLIRMAEAEMVIHH. The MHC is DRB1_0901 with pseudo-sequence DRB1_0901. The binding affinity (normalized) is 0.706. (3) The peptide sequence is EYRSTVNPWASQLG. The MHC is DRB3_0101 with pseudo-sequence DRB3_0101. The binding affinity (normalized) is 0.0478. (4) The peptide sequence is NLCCSQWGWCGSTDE. The MHC is HLA-DQA10301-DQB10302 with pseudo-sequence HLA-DQA10301-DQB10302. The binding affinity (normalized) is 0.161. (5) The peptide sequence is PEAKYDAYVATLTEA. The MHC is DRB1_0101 with pseudo-sequence DRB1_0101. The binding affinity (normalized) is 0.609. (6) The peptide sequence is QFKPEEITGIMKDLD. The MHC is DRB3_0202 with pseudo-sequence DRB3_0202. The binding affinity (normalized) is 0. (7) The peptide sequence is KALYDLQRSAMVYSS. The MHC is DRB1_0301 with pseudo-sequence DRB1_0301. The binding affinity (normalized) is 0.371.